Task: Regression. Given two drug SMILES strings and cell line genomic features, predict the synergy score measuring deviation from expected non-interaction effect.. Dataset: NCI-60 drug combinations with 297,098 pairs across 59 cell lines (1) Drug 1: C1CCC(C1)C(CC#N)N2C=C(C=N2)C3=C4C=CNC4=NC=N3. Drug 2: CC1C(C(CC(O1)OC2CC(CC3=C2C(=C4C(=C3O)C(=O)C5=C(C4=O)C(=CC=C5)OC)O)(C(=O)CO)O)N)O.Cl. Cell line: SN12C. Synergy scores: CSS=43.0, Synergy_ZIP=-1.54, Synergy_Bliss=-1.83, Synergy_Loewe=-7.01, Synergy_HSA=0.225. (2) Drug 1: C1CCN(CC1)CCOC2=CC=C(C=C2)C(=O)C3=C(SC4=C3C=CC(=C4)O)C5=CC=C(C=C5)O. Drug 2: CCCCCOC(=O)NC1=NC(=O)N(C=C1F)C2C(C(C(O2)C)O)O. Cell line: A498. Synergy scores: CSS=0.309, Synergy_ZIP=-1.16, Synergy_Bliss=-0.652, Synergy_Loewe=-0.632, Synergy_HSA=-0.557. (3) Drug 1: CCN(CC)CCCC(C)NC1=C2C=C(C=CC2=NC3=C1C=CC(=C3)Cl)OC. Drug 2: CC1C(C(CC(O1)OC2CC(CC3=C2C(=C4C(=C3O)C(=O)C5=C(C4=O)C(=CC=C5)OC)O)(C(=O)CO)O)N)O.Cl. Cell line: KM12. Synergy scores: CSS=30.4, Synergy_ZIP=-8.76, Synergy_Bliss=-13.9, Synergy_Loewe=-15.1, Synergy_HSA=-9.59. (4) Drug 1: C1CC(C1)(C(=O)O)C(=O)O.[NH2-].[NH2-].[Pt+2]. Drug 2: C1CCC(C(C1)N)N.C(=O)(C(=O)[O-])[O-].[Pt+4]. Cell line: NCIH23. Synergy scores: CSS=21.8, Synergy_ZIP=2.12, Synergy_Bliss=5.37, Synergy_Loewe=4.90, Synergy_HSA=5.51.